This data is from Forward reaction prediction with 1.9M reactions from USPTO patents (1976-2016). The task is: Predict the product of the given reaction. (1) Given the reactants Cl[C:2]1[CH:7]=[CH:6][N:5]=[C:4]([NH:8][CH2:9][CH:10]2[CH2:12][CH2:11]2)[N:3]=1.[C:13]([O:17][C:18]([NH:20][CH2:21][C:22]1[CH:27]=[CH:26][C:25](B(O)O)=[CH:24][CH:23]=1)=[O:19])([CH3:16])([CH3:15])[CH3:14].C(=O)([O-])[O-].[K+].[K+].[OH-].[Na+], predict the reaction product. The product is: [CH:10]1([CH2:9][NH:8][C:4]2[N:3]=[C:2]([C:25]3[CH:26]=[CH:27][C:22]([CH2:21][NH:20][C:18]([O:17][C:13]([CH3:14])([CH3:16])[CH3:15])=[O:19])=[CH:23][CH:24]=3)[CH:7]=[CH:6][N:5]=2)[CH2:12][CH2:11]1. (2) Given the reactants [CH2:1]([O:3][C:4](=[O:30])[CH2:5][CH2:6][C:7]1[N:8]([C:20]2[CH:25]=[CH:24][C:23]([C:26](=[O:28])[NH2:27])=[CH:22][C:21]=2[CH3:29])[C:9]([C:12]2[CH:17]=[CH:16][C:15]([C:18]#[N:19])=[CH:14][CH:13]=2)=[CH:10][CH:11]=1)[CH3:2].[N-:31]=[N+:32]=[N-:33].[Na+].[Cl-].[NH4+].Cl, predict the reaction product. The product is: [CH2:1]([O:3][C:4](=[O:30])[CH2:5][CH2:6][C:7]1[N:8]([C:20]2[CH:25]=[CH:24][C:23]([C:26](=[O:28])[NH2:27])=[CH:22][C:21]=2[CH3:29])[C:9]([C:12]2[CH:13]=[CH:14][C:15]([C:18]3[N:31]=[N:32][NH:33][N:19]=3)=[CH:16][CH:17]=2)=[CH:10][CH:11]=1)[CH3:2]. (3) Given the reactants [N:1]([CH:4]1[CH2:10][C:9]([CH3:12])([CH3:11])[C:8]2[CH:13]=[CH:14][C:15]([N+:17]([O-:19])=[O:18])=[CH:16][C:7]=2[NH:6][C:5]1=[O:20])=[N+]=[N-].C1C=CC(P(C2C=CC=CC=2)C2C=CC=CC=2)=CC=1.C1COCC1.O, predict the reaction product. The product is: [NH2:1][CH:4]1[CH2:10][C:9]([CH3:12])([CH3:11])[C:8]2[CH:13]=[CH:14][C:15]([N+:17]([O-:19])=[O:18])=[CH:16][C:7]=2[NH:6][C:5]1=[O:20]. (4) Given the reactants [N+:1]([C:4]1[CH:9]=[CH:8][C:7]([N:10]2[CH2:15][CH2:14][CH2:13][CH:12]([CH2:16][OH:17])[CH2:11]2)=[CH:6][CH:5]=1)([O-])=O.[Cl-].[NH4+], predict the reaction product. The product is: [NH2:1][C:4]1[CH:9]=[CH:8][C:7]([N:10]2[CH2:15][CH2:14][CH2:13][CH:12]([CH2:16][OH:17])[CH2:11]2)=[CH:6][CH:5]=1. (5) The product is: [O:18]1[CH2:17][CH2:16][CH:15]([N:14]2[C:13]3[CH:21]=[CH:22][CH:23]=[CH:24][C:12]=3[N:11]=[C:10]2[C@@H:8]([NH2:7])[CH3:9])[CH2:20][CH2:19]1. Given the reactants C(OC(=O)[NH:7][C@H:8]([C:10]1[N:14]([CH:15]2[CH2:20][CH2:19][O:18][CH2:17][CH2:16]2)[C:13]2[CH:21]=[CH:22][CH:23]=[CH:24][C:12]=2[N:11]=1)[CH3:9])(C)(C)C.C(O)(C(F)(F)F)=O, predict the reaction product.